Dataset: Reaction yield outcomes from USPTO patents with 853,638 reactions. Task: Predict the reaction yield, written as a fraction of the theoretical maximum amount of product (1.0 means a 100% yield; for example, 0.34 means a 34% yield). (1) The reactants are [NH2:1][CH2:2][C:3]1[C:4]([NH:13][CH2:14][CH3:15])=[N:5][C:6]([C:9]([F:12])([F:11])[F:10])=[CH:7][CH:8]=1.[F:16][C:17]1[CH:18]=[C:19]([CH:29]([CH3:33])[C:30](O)=[O:31])[CH:20]=[CH:21][C:22]=1[CH2:23][NH:24][S:25]([CH3:28])(=[O:27])=[O:26].ON1C2C=CC=CC=2N=N1.F[B-](F)(F)F.N1(OC(N(C)C)=[N+](C)C)C2C=CC=CC=2N=N1.C(N(C(C)C)C(C)C)C. The catalyst is O1CCCC1. The product is [CH2:14]([NH:13][C:4]1[C:3]([CH2:2][NH:1][C:30](=[O:31])[CH:29]([C:19]2[CH:20]=[CH:21][C:22]([CH2:23][NH:24][S:25]([CH3:28])(=[O:26])=[O:27])=[C:17]([F:16])[CH:18]=2)[CH3:33])=[CH:8][CH:7]=[C:6]([C:9]([F:10])([F:11])[F:12])[N:5]=1)[CH3:15]. The yield is 0.550. (2) The reactants are [NH2:1][C:2]1[C:10]([Cl:11])=[CH:9][CH:8]=[CH:7][C:3]=1[C:4]([OH:6])=O.O=S(Cl)Cl.[Cl:16][C:17]1[CH:23]=[CH:22][CH:21]=[CH:20][C:18]=1[NH2:19].C(Cl)(Cl)Cl. The catalyst is C1C=CC=CC=1. The product is [NH2:1][C:2]1[C:10]([Cl:11])=[CH:9][CH:8]=[CH:7][C:3]=1[C:4]([NH:19][C:18]1[CH:20]=[CH:21][CH:22]=[CH:23][C:17]=1[Cl:16])=[O:6]. The yield is 0.780. (3) The reactants are [F:1][C:2]1[CH:9]=[CH:8][C:7]([CH:10]=[C:11]2[C:19]3[C:14](=[CH:15][CH:16]=[CH:17][CH:18]=3)[C:13](=O)[O:12]2)=[CH:6][C:3]=1[C:4]#N.[OH-:21].[Na+].[OH2:23].[NH2:24][NH2:25].Cl. The catalyst is O. The product is [F:1][C:2]1[CH:9]=[CH:8][C:7]([CH2:10][C:11]2[C:19]3[C:14](=[CH:15][CH:16]=[CH:17][CH:18]=3)[C:13](=[O:12])[NH:25][N:24]=2)=[CH:6][C:3]=1[C:4]([OH:23])=[O:21]. The yield is 0.770. (4) The reactants are [OH:1][C:2]1[C:11]([CH3:12])=[N:10][C:9]2[C:4](=[CH:5][CH:6]=[CH:7][CH:8]=2)[N:3]=1.[I-].C[N+]1C=CN([C:20](=[O:29])[N:21]([CH3:28])[C:22]2[CH:27]=[CH:26][CH:25]=[CH:24][CH:23]=2)C=1.C(N(CC)CC)C. The catalyst is C(#N)C. The product is [CH3:12][C:11]1[C:2]([O:1][C:20](=[O:29])[N:21]([CH3:28])[C:22]2[CH:27]=[CH:26][CH:25]=[CH:24][CH:23]=2)=[N:3][C:4]2[C:9]([N:10]=1)=[CH:8][CH:7]=[CH:6][CH:5]=2. The yield is 0.670. (5) The catalyst is CN(C=O)C. The product is [CH2:1]([C:3]1[CH:4]=[CH:5][C:6]([CH2:7][O:8][C:9]2[CH:14]=[CH:13][C:12]([CH:15]3[CH2:18][N:17]([C:19]([C:21]4[CH:26]=[C:25]([O:27][CH2:39][CH2:40][OH:41])[CH:24]=[CH:23][N:22]=4)=[O:20])[CH2:16]3)=[CH:11][C:10]=2[O:28][CH3:29])=[CH:30][CH:31]=1)[CH3:2]. The yield is 0.800. The reactants are [CH2:1]([C:3]1[CH:31]=[CH:30][C:6]([CH2:7][O:8][C:9]2[CH:14]=[CH:13][C:12]([CH:15]3[CH2:18][N:17]([C:19]([C:21]4[CH:26]=[C:25]([OH:27])[CH:24]=[CH:23][N:22]=4)=[O:20])[CH2:16]3)=[CH:11][C:10]=2[O:28][CH3:29])=[CH:5][CH:4]=1)[CH3:2].C([O-])([O-])=O.[K+].[K+].Br[CH2:39][CH2:40][OH:41].O. (6) The yield is 0.660. The product is [Br:1][C:2]1[CH:11]=[C:10]2[C:5]([C:6]([Cl:13])=[CH:7][C:8](=[O:15])[NH:9]2)=[CH:4][C:3]=1[Cl:14]. The reactants are [Br:1][C:2]1[CH:11]=[C:10]2[C:5]([C:6]([Cl:13])=[CH:7][C:8](Cl)=[N:9]2)=[CH:4][C:3]=1[Cl:14].[OH:15]S(O)(=O)=O. The catalyst is O1CCOCC1.